From a dataset of Reaction yield outcomes from USPTO patents with 853,638 reactions. Predict the reaction yield, written as a fraction of the theoretical maximum amount of product (1.0 means a 100% yield; for example, 0.34 means a 34% yield). (1) The reactants are C([O:8][C@H:9]([CH3:44])[C:10]([NH:12][C:13]1[CH:18]=[C:17]([O:19][C:20]2[C:25]([F:26])=[CH:24][C:23]([NH:27][C:28]([C:30]3([C:33]([NH:35][C:36]4[CH:41]=[CH:40][C:39]([F:42])=[CH:38][CH:37]=4)=[O:34])[CH2:32][CH2:31]3)=[O:29])=[C:22]([F:43])[CH:21]=2)[CH:16]=[CH:15][N:14]=1)=[O:11])C1C=CC=CC=1. The catalyst is CO.[OH-].[OH-].[Pd+2]. The product is [F:43][C:22]1[CH:21]=[C:20]([O:19][C:17]2[CH:16]=[CH:15][N:14]=[C:13]([NH:12][C:10](=[O:11])[C@H:9]([OH:8])[CH3:44])[CH:18]=2)[C:25]([F:26])=[CH:24][C:23]=1[NH:27][C:28]([C:30]1([C:33]([NH:35][C:36]2[CH:37]=[CH:38][C:39]([F:42])=[CH:40][CH:41]=2)=[O:34])[CH2:32][CH2:31]1)=[O:29]. The yield is 0.117. (2) The reactants are [C@H:1]1([NH:10][C:11]([C:13]2[CH:18]=[CH:17][C:16]([S:19][C:20]3[CH:25]=[CH:24][C:23]([NH:26]C(=O)OC(C)(C)C)=[CH:22][CH:21]=3)=[C:15]([NH:34][C:35]3[C:36]4[CH:44]=[CH:43][C:42]([CH:45]([CH3:47])[CH3:46])=[N:41][C:37]=4[N:38]=[CH:39][N:40]=3)[CH:14]=2)=[O:12])[C:9]2[C:4](=[CH:5][CH:6]=[CH:7][CH:8]=2)[CH2:3][CH2:2]1.C(OC(=O)NC1C=CC(SC2C=CC(C(=O)N[C@H](C3C=CC=CC=3)C)=CC=2NC2C3C=CC(C(C)C)=NC=3N=CN=2)=CC=1)(C)(C)C. No catalyst specified. The product is [NH2:26][C:23]1[CH:24]=[CH:25][C:20]([S:19][C:16]2[CH:17]=[CH:18][C:13]([C:11]([NH:10][C@H:1]3[C:9]4[C:4](=[CH:5][CH:6]=[CH:7][CH:8]=4)[CH2:3][CH2:2]3)=[O:12])=[CH:14][C:15]=2[NH:34][C:35]2[C:36]3[CH:44]=[CH:43][C:42]([CH:45]([CH3:47])[CH3:46])=[N:41][C:37]=3[N:38]=[CH:39][N:40]=2)=[CH:21][CH:22]=1. The yield is 0.890. (3) The reactants are CCCCCCCCCC[CH2:11][CH2:12][O:13]S([O-])(=O)=O.[Na+].[OH:19][CH2:20][CH:21](CO)O.C(S)[C@@H](O)[C@H](O)CS.C1C=CC2S(=O)(=O)OC(C3C=C(Br)C(O)=C(Br)C=3)(C3C=C(Br)C(O)=C(Br)C=3)C=2C=1.[CH2:62]([OH:69])[C:63]([NH2:68])([CH2:66][OH:67])[CH2:64][OH:65]. No catalyst specified. The product is [CH2:21]([N:68]([C:63]([CH2:66][OH:67])([CH2:64][OH:65])[CH2:62][OH:69])[CH2:11][CH2:12][OH:13])[CH2:20][OH:19]. The yield is 0.100. (4) The yield is 0.840. The catalyst is [C-]#N.[Zn+2].[C-]#N.C1C=CC(/C=C/C(/C=C/C2C=CC=CC=2)=O)=CC=1.C1C=CC(/C=C/C(/C=C/C2C=CC=CC=2)=O)=CC=1.C1C=CC(/C=C/C(/C=C/C2C=CC=CC=2)=O)=CC=1.[Pd].[Pd].C1(P(C2C=CC=CC=2)[C-]2C=CC=C2)C=CC=CC=1.[C-]1(P(C2C=CC=CC=2)C2C=CC=CC=2)C=CC=C1.[Fe+2].[Zn]. The product is [C:30]([C:2]1[CH:3]=[C:4]([CH:8]([C:23]2([OH:29])[CH2:24][CH2:25][CH2:26][CH2:27][CH2:28]2)[CH2:9][N:10]2[CH2:15][CH2:14][N:13]([C:16]([O:18][C:19]([CH3:20])([CH3:22])[CH3:21])=[O:17])[CH2:12][CH2:11]2)[CH:5]=[CH:6][CH:7]=1)#[N:31]. The reactants are Br[C:2]1[CH:3]=[C:4]([CH:8]([C:23]2([OH:29])[CH2:28][CH2:27][CH2:26][CH2:25][CH2:24]2)[CH2:9][N:10]2[CH2:15][CH2:14][N:13]([C:16]([O:18][C:19]([CH3:22])([CH3:21])[CH3:20])=[O:17])[CH2:12][CH2:11]2)[CH:5]=[CH:6][CH:7]=1.[CH3:30][N:31](C)C=O. (5) The yield is 0.380. The reactants are [CH3:1][O:2][C:3](=[O:12])[CH2:4][C:5]1[CH:10]=[CH:9][C:8](Br)=[CH:7][CH:6]=1.C1(P(C2CCCCC2)C2C=CC=CC=2C2C(OC)=CC=CC=2OC)CCCCC1.P([O-])([O-])([O-])=O.[K+].[K+].[K+].[CH2:50]([C:52]([C:71]1[CH:76]=[CH:75][C:74](/[CH:77]=[CH:78]/[C:79]2([OH:85])[CH2:84][CH2:83][S:82][CH2:81][CH2:80]2)=[C:73]([CH3:86])[CH:72]=1)([C:55]1[CH:60]=[CH:59][C:58](B2OC(C)(C)C(C)(C)O2)=[C:57]([CH3:70])[CH:56]=1)[CH2:53][CH3:54])[CH3:51]. The product is [CH3:1][O:2][C:3](=[O:12])[CH2:4][C:5]1[CH:10]=[CH:9][C:8]([C:58]2[CH:59]=[CH:60][C:55]([C:52]([CH2:53][CH3:54])([C:71]3[CH:76]=[CH:75][C:74](/[CH:77]=[CH:78]/[C:79]4([OH:85])[CH2:84][CH2:83][S:82][CH2:81][CH2:80]4)=[C:73]([CH3:86])[CH:72]=3)[CH2:50][CH3:51])=[CH:56][C:57]=2[CH3:70])=[CH:7][CH:6]=1. The catalyst is C1(C)C=CC=CC=1.C([O-])(=O)C.[Pd+2].C([O-])(=O)C.O. (6) The reactants are [Cl:1]C(OC(Cl)C)=O.C([N:21]1[CH2:24][CH:23]([C:25]2[O:26][C:27]3[CH:33]=[CH:32][CH:31]=[CH:30][C:28]=3[CH:29]=2)[CH2:22]1)(C1C=CC=CC=1)C1C=CC=CC=1.C(O)C. The catalyst is ClCCl. The product is [ClH:1].[O:26]1[C:27]2[CH:33]=[CH:32][CH:31]=[CH:30][C:28]=2[CH:29]=[C:25]1[CH:23]1[CH2:22][NH:21][CH2:24]1. The yield is 1.23. (7) The reactants are [OH-].[K+].C([O:5][C:6]([C:8]1[CH:9]=[N:10][N:11]([C:13]2[NH:26][C:25](=[O:27])[C:24]3[C:15](=[C:16]4[C:21](=[CH:22][CH:23]=3)[O:20][CH2:19][CH2:18][O:17]4)[N:14]=2)[CH:12]=1)=[O:7])C. The catalyst is C1COCC1. The product is [O:27]=[C:25]1[C:24]2[C:15](=[C:16]3[C:21](=[CH:22][CH:23]=2)[O:20][CH2:19][CH2:18][O:17]3)[N:14]=[C:13]([N:11]2[CH:12]=[C:8]([C:6]([OH:7])=[O:5])[CH:9]=[N:10]2)[NH:26]1. The yield is 0.850.